Predict the product of the given reaction. From a dataset of Forward reaction prediction with 1.9M reactions from USPTO patents (1976-2016). (1) Given the reactants [Cl:1][C:2]1[C:3]([C:8]2[NH:12][N:11]=[C:10]([CH3:13])[N:9]=2)=[C:4]([NH2:7])[S:5][CH:6]=1.[O:14]=[C:15]1[CH2:24][CH2:23][C:22]2[C:17](=[CH:18][CH:19]=[CH:20][N:21]=2)[N:16]1[CH2:25][C:26](O)=[O:27], predict the reaction product. The product is: [Cl:1][C:2]1[C:3]([C:8]2[NH:12][N:11]=[C:10]([CH3:13])[N:9]=2)=[C:4]([NH:7][C:26](=[O:27])[CH2:25][N:16]2[C:17]3[C:22](=[N:21][CH:20]=[CH:19][CH:18]=3)[CH2:23][CH2:24][C:15]2=[O:14])[S:5][CH:6]=1. (2) Given the reactants Cl[C:2]1[C:11]2=[N:12][N:13](CC3C=CC(OC)=CC=3)[CH:14]=[C:10]2[C:9]2[CH:8]=[CH:7][CH:6]=[C:5]([O:24][CH3:25])[C:4]=2[N:3]=1.[CH3:26][C:27]1[NH:31][C:30]2[CH:32]=[CH:33][C:34]([NH2:36])=[CH:35][C:29]=2[N:28]=1.Cl, predict the reaction product. The product is: [CH3:25][O:24][C:5]1[C:4]2[N:3]=[C:2]([NH:36][C:34]3[CH:33]=[CH:32][C:30]4[NH:31][C:27]([CH3:26])=[N:28][C:29]=4[CH:35]=3)[C:11]3=[N:12][NH:13][CH:14]=[C:10]3[C:9]=2[CH:8]=[CH:7][CH:6]=1.